The task is: Predict which catalyst facilitates the given reaction.. This data is from Catalyst prediction with 721,799 reactions and 888 catalyst types from USPTO. (1) Reactant: [CH3:1][O:2][C:3]1[CH:4]=[C:5]2[C:10](=[CH:11][C:12]=1[O:13][CH3:14])[C:9](=[O:15])[NH:8][CH2:7][CH2:6]2.I[C:17]1[CH:18]=[N:19][CH:20]=[CH:21][C:22]=1[CH3:23].P([O-])([O-])([O-])=O.[K+].[K+].[K+]. Product: [CH3:1][O:2][C:3]1[CH:4]=[C:5]2[C:10](=[CH:11][C:12]=1[O:13][CH3:14])[C:9](=[O:15])[N:8]([C:17]1[CH:18]=[N:19][CH:20]=[CH:21][C:22]=1[CH3:23])[CH2:7][CH2:6]2. The catalyst class is: 246. (2) Reactant: [OH-].[Li+].C[O:4][C:5](=[O:31])[CH2:6][C:7]1[C:15]2[C:10](=[N:11][CH:12]=[CH:13][CH:14]=2)[N:9]([S:16]([C:19]2[CH:24]=[CH:23][C:22]([C:25]#[N:26])=[C:21]([O:27][CH2:28][CH3:29])[CH:20]=2)(=[O:18])=[O:17])[C:8]=1[CH3:30]. Product: [C:25]([C:22]1[CH:23]=[CH:24][C:19]([S:16]([N:9]2[C:10]3=[N:11][CH:12]=[CH:13][CH:14]=[C:15]3[C:7]([CH2:6][C:5]([OH:31])=[O:4])=[C:8]2[CH3:30])(=[O:18])=[O:17])=[CH:20][C:21]=1[O:27][CH2:28][CH3:29])#[N:26]. The catalyst class is: 569.